From a dataset of NCI-60 drug combinations with 297,098 pairs across 59 cell lines. Regression. Given two drug SMILES strings and cell line genomic features, predict the synergy score measuring deviation from expected non-interaction effect. (1) Drug 1: C1=CC=C(C=C1)NC(=O)CCCCCCC(=O)NO. Drug 2: C1CC(=O)NC(=O)C1N2C(=O)C3=CC=CC=C3C2=O. Cell line: NCIH23. Synergy scores: CSS=16.1, Synergy_ZIP=-8.17, Synergy_Bliss=-10.2, Synergy_Loewe=-28.8, Synergy_HSA=-9.18. (2) Drug 1: CC12CCC3C(C1CCC2O)C(CC4=C3C=CC(=C4)O)CCCCCCCCCS(=O)CCCC(C(F)(F)F)(F)F. Drug 2: C(CN)CNCCSP(=O)(O)O. Cell line: DU-145. Synergy scores: CSS=-0.118, Synergy_ZIP=0.173, Synergy_Bliss=1.27, Synergy_Loewe=-0.445, Synergy_HSA=-0.658. (3) Drug 1: CC1=C(C=C(C=C1)NC(=O)C2=CC=C(C=C2)CN3CCN(CC3)C)NC4=NC=CC(=N4)C5=CN=CC=C5. Drug 2: CC1C(C(CC(O1)OC2CC(OC(C2O)C)OC3=CC4=CC5=C(C(=O)C(C(C5)C(C(=O)C(C(C)O)O)OC)OC6CC(C(C(O6)C)O)OC7CC(C(C(O7)C)O)OC8CC(C(C(O8)C)O)(C)O)C(=C4C(=C3C)O)O)O)O. Cell line: HS 578T. Synergy scores: CSS=25.5, Synergy_ZIP=-0.539, Synergy_Bliss=-2.43, Synergy_Loewe=-12.4, Synergy_HSA=-2.74. (4) Drug 1: C1C(C(OC1N2C=NC(=NC2=O)N)CO)O. Drug 2: C(CCl)NC(=O)N(CCCl)N=O. Cell line: A549. Synergy scores: CSS=3.90, Synergy_ZIP=-1.84, Synergy_Bliss=-0.224, Synergy_Loewe=-1.36, Synergy_HSA=-0.556.